Dataset: Catalyst prediction with 721,799 reactions and 888 catalyst types from USPTO. Task: Predict which catalyst facilitates the given reaction. (1) Reactant: C([N:4]1[CH2:9][CH2:8][CH:7]([C:10]2[C:18]3[C:13](=[CH:14][CH:15]=[C:16]([O:19][CH2:20][C:21]4[CH:26]=[CH:25][CH:24]=[CH:23][CH:22]=4)[CH:17]=3)[NH:12][CH:11]=2)[CH2:6][CH2:5]1)(=O)C.[OH-].[Na+].C(O)C. The catalyst class is: 6. Product: [CH2:20]([O:19][C:16]1[CH:17]=[C:18]2[C:13](=[CH:14][CH:15]=1)[NH:12][CH:11]=[C:10]2[CH:7]1[CH2:8][CH2:9][NH:4][CH2:5][CH2:6]1)[C:21]1[CH:26]=[CH:25][CH:24]=[CH:23][CH:22]=1. (2) Reactant: [NH:1](C(OCC1C2C(=CC=CC=2)C2C1=CC=CC=2)=O)[C@H:2]([C:29]([OH:31])=[O:30])[CH2:3][CH2:4][CH2:5][CH2:6][NH:7][C:8]([C:23]1[CH:28]=[CH:27][CH:26]=[CH:25][CH:24]=1)([C:17]1[CH:22]=[CH:21][CH:20]=[CH:19][CH:18]=1)[C:9]1[CH:16]=[CH:15][C:12]([O:13][CH3:14])=[CH:11][CH:10]=1.C(Cl)Cl.C(#N)C.C(NCC)C.N[C@H](C(O)=O)CCCCN. Product: [NH2:1][C@H:2]([C:29]([OH:31])=[O:30])[CH2:3][CH2:4][CH2:5][CH2:6][NH:7][C:8]([C:23]1[CH:28]=[CH:27][CH:26]=[CH:25][CH:24]=1)([C:17]1[CH:22]=[CH:21][CH:20]=[CH:19][CH:18]=1)[C:9]1[CH:16]=[CH:15][C:12]([O:13][CH3:14])=[CH:11][CH:10]=1. The catalyst class is: 254.